Dataset: Forward reaction prediction with 1.9M reactions from USPTO patents (1976-2016). Task: Predict the product of the given reaction. (1) Given the reactants [C:1]([O:8][CH2:9][CH3:10])(=[O:7])[C:2]([O:4]CC)=O.[O-]CC.[Na+].[CH3:15][O:16][C:17]1[CH:18]=[CH:19][C:20]([C:23](=[O:25])[CH3:24])=[N:21][CH:22]=1.O, predict the reaction product. The product is: [CH3:15][O:16][C:17]1[CH:18]=[CH:19][C:20]([C:23](=[O:25])[CH2:24][C:2](=[O:4])[C:1]([O:8][CH2:9][CH3:10])=[O:7])=[N:21][CH:22]=1. (2) Given the reactants [F:1][C:2]1[C:3]([C:8]([OH:10])=O)=[N:4][CH:5]=[CH:6][CH:7]=1.Cl.CN(C)CCCN=C=NCC.[NH2:23][C:24]1[N:29]=[C:28]([NH:30][C:31]2[CH:36]=[CH:35][CH:34]=[CH:33][CH:32]=2)[N:27]=[C:26]([C:37](=[N:39]O)[NH2:38])[N:25]=1, predict the reaction product. The product is: [F:1][C:2]1[C:3]([C:8]2[O:10][N:39]=[C:37]([C:26]3[N:27]=[C:28]([NH:30][C:31]4[CH:36]=[CH:35][CH:34]=[CH:33][CH:32]=4)[N:29]=[C:24]([NH2:23])[N:25]=3)[N:38]=2)=[N:4][CH:5]=[CH:6][CH:7]=1. (3) Given the reactants Cl[CH2:2][C:3]1[N:8]=[CH:7][C:6]([C:9]2[CH:14]=[CH:13][C:12]([C@H:15]3[O:19]C(C)(C)[N:17]([C:22](=[O:26])[CH:23]([F:25])[F:24])[C@@H:16]3[CH2:27][F:28])=[CH:11][CH:10]=2)=[CH:5][CH:4]=1.[CH3:29][N:30]1[CH:34]=[CH:33][N:32]=[C:31]1[NH2:35], predict the reaction product. The product is: [F:25][CH:23]([F:24])[C:22]([NH:17][C@H:16]([CH2:27][F:28])[C@H:15]([OH:19])[C:12]1[CH:13]=[CH:14][C:9]([C:6]2[CH:7]=[N:8][C:3]([CH2:2][NH:35][C:31]3[N:30]([CH3:29])[CH:34]=[CH:33][N:32]=3)=[CH:4][CH:5]=2)=[CH:10][CH:11]=1)=[O:26]. (4) Given the reactants Cl[C:2]1[N:7]=[C:6]([NH:8][C:9]2[CH:14]=[CH:13][CH:12]=[CH:11][C:10]=2[S:15]([N:18]([CH3:20])[CH3:19])(=[O:17])=[O:16])[C:5]([Cl:21])=[CH:4][N:3]=1.[CH3:22][O:23][C:24]1[C:25]([NH2:43])=[CH:26][C:27]2[CH2:33][CH2:32][N:31]([CH2:34][CH2:35][N:36]3[CH2:41][CH2:40][O:39][CH2:38][CH2:37]3)[CH2:30][CH2:29][C:28]=2[CH:42]=1, predict the reaction product. The product is: [Cl:21][C:5]1[C:6]([NH:8][C:9]2[CH:14]=[CH:13][CH:12]=[CH:11][C:10]=2[S:15]([N:18]([CH3:20])[CH3:19])(=[O:17])=[O:16])=[N:7][C:2]([NH:43][C:25]2[C:24]([O:23][CH3:22])=[CH:42][C:28]3[CH2:29][CH2:30][N:31]([CH2:34][CH2:35][N:36]4[CH2:41][CH2:40][O:39][CH2:38][CH2:37]4)[CH2:32][CH2:33][C:27]=3[CH:26]=2)=[N:3][CH:4]=1. (5) Given the reactants Br[C:2]1[CH:18]=[CH:17][C:5]2[N:6]([C:10]([O:12][C:13]([CH3:16])([CH3:15])[CH3:14])=[O:11])[C:7]([CH3:9])=[N:8][C:4]=2[CH:3]=1.[CH3:19][C:20]1([CH3:36])[C:24]([CH3:26])([CH3:25])[O:23][B:22]([B:22]2[O:23][C:24]([CH3:26])([CH3:25])[C:20]([CH3:36])([CH3:19])[O:21]2)[O:21]1.CC([O-])=O.[K+], predict the reaction product. The product is: [CH3:9][C:7]1[N:6]([C:10]([O:12][C:13]([CH3:16])([CH3:15])[CH3:14])=[O:11])[C:5]2[CH:17]=[CH:18][C:2]([B:22]3[O:23][C:24]([CH3:26])([CH3:25])[C:20]([CH3:36])([CH3:19])[O:21]3)=[CH:3][C:4]=2[N:8]=1. (6) Given the reactants [CH3:1][NH:2][C:3]1[CH:8]=[CH:7][C:6]([N+:9]([O-:11])=[O:10])=[CH:5][CH:4]=1.[C:12](O[C:12]([O:14][C:15]([CH3:18])([CH3:17])[CH3:16])=[O:13])([O:14][C:15]([CH3:18])([CH3:17])[CH3:16])=[O:13], predict the reaction product. The product is: [CH3:1][N:2]([C:3]1[CH:4]=[CH:5][C:6]([N+:9]([O-:11])=[O:10])=[CH:7][CH:8]=1)[C:12](=[O:13])[O:14][C:15]([CH3:18])([CH3:17])[CH3:16].